From a dataset of Forward reaction prediction with 1.9M reactions from USPTO patents (1976-2016). Predict the product of the given reaction. (1) The product is: [O:7]1[C@:3]([C:8]2[CH:13]=[CH:12][C:11]([F:14])=[CH:10][C:9]=2[F:15])([C@H:4]([OH:6])[CH3:5])[CH2:2]1. Given the reactants Cl[CH2:2][C@:3]([C:8]1[CH:13]=[CH:12][C:11]([F:14])=[CH:10][C:9]=1[F:15])([OH:7])[C@H:4]([OH:6])[CH3:5].C[O-].[Na+].O, predict the reaction product. (2) Given the reactants [F:1][C:2]([F:8])([F:7])[C:3]([NH:5][NH2:6])=O.[I:9][C:10]1[CH:11]=[C:12]([CH:18]=[CH:19][C:20]=1[CH3:21])[C:13](=[NH:17])OCC, predict the reaction product. The product is: [I:9][C:10]1[CH:11]=[C:12]([C:13]2[NH:17][C:3]([C:2]([F:8])([F:7])[F:1])=[N:5][N:6]=2)[CH:18]=[CH:19][C:20]=1[CH3:21]. (3) The product is: [O-:33][N+:29]1[CH:30]=[CH:31][CH:32]=[C:27]([C:25]#[C:24][C:20]2[CH:19]=[C:18]([N:9]3[C:10]4[C:15](=[CH:14][CH:13]=[CH:12][N:11]=4)[C:16](=[O:17])[C:7]([C:5]([NH2:4])=[O:6])=[CH:8]3)[CH:23]=[CH:22][CH:21]=2)[CH:28]=1. Given the reactants C([NH:4][C:5]([C:7]1[C:16](=[O:17])[C:15]2[C:10](=[N:11][CH:12]=[CH:13][CH:14]=2)[N:9]([C:18]2[CH:23]=[CH:22][CH:21]=[C:20]([C:24]#[CH:25])[CH:19]=2)[CH:8]=1)=[O:6])(C)C.Br[C:27]1[CH:28]=[N+:29]([O-:33])[CH:30]=[CH:31][CH:32]=1.BrC1C=NC2C(C=1)=CC=CC=2, predict the reaction product. (4) Given the reactants [NH2:1][CH:2]1[CH2:7][CH2:6][CH:5]([NH:8][C:9]2[CH:16]=[C:15]([N:17]3[C:25]4[CH2:24][C:23]([CH3:27])([CH3:26])[CH2:22][C:21](=[O:28])[C:20]=4[C:19]([C:29]([F:32])([F:31])[F:30])=[N:18]3)[CH:14]=[CH:13][C:10]=2[C:11]#[N:12])[CH2:4][CH2:3]1.CC[OH:35].[OH-].[Na+].OO, predict the reaction product. The product is: [NH2:1][C@H:2]1[CH2:3][CH2:4][C@H:5]([NH:8][C:9]2[CH:16]=[C:15]([N:17]3[C:25]4[CH2:24][C:23]([CH3:27])([CH3:26])[CH2:22][C:21](=[O:28])[C:20]=4[C:19]([C:29]([F:31])([F:32])[F:30])=[N:18]3)[CH:14]=[CH:13][C:10]=2[C:11]([NH2:12])=[O:35])[CH2:6][CH2:7]1. (5) Given the reactants [I:1][C:2]1[C:10]2[C:5](=[CH:6][CH:7]=[C:8]([C:11]([OH:13])=O)[CH:9]=2)[N:4]([S:14]([C:17]2[CH:23]=[CH:22][C:20]([CH3:21])=[CH:19][CH:18]=2)(=[O:16])=[O:15])[CH:3]=1.[CH:24]1([C:27]([NH:29][NH2:30])=[O:28])[CH2:26][CH2:25]1.C(N(C(C)C)C(C)C)C.CN(C(ON1N=NC2C=CC=NC1=2)=[N+](C)C)C.F[P-](F)(F)(F)(F)F, predict the reaction product. The product is: [CH:24]1([C:27]([NH:29][NH:30][C:11]([C:8]2[CH:9]=[C:10]3[C:5](=[CH:6][CH:7]=2)[N:4]([S:14]([C:17]2[CH:18]=[CH:19][C:20]([CH3:21])=[CH:22][CH:23]=2)(=[O:16])=[O:15])[CH:3]=[C:2]3[I:1])=[O:13])=[O:28])[CH2:26][CH2:25]1. (6) Given the reactants [C:1]([O:5][C:6](=[O:19])[NH:7][N:8]1[C:16](=[O:17])[C:15]2[C:10](=[CH:11][CH:12]=[CH:13][CH:14]=2)[C:9]1=[O:18])([CH3:4])([CH3:3])[CH3:2].[CH:20]1[CH:25]=CC(P([C:20]2[CH:25]=CC=[CH:22][CH:21]=2)[C:20]2[CH:25]=CC=[CH:22][CH:21]=2)=[CH:22][CH:21]=1.C(O)CC=C.N(C(OCC)=O)=NC(OCC)=O, predict the reaction product. The product is: [CH3:3][C:1]([O:5][C:6](=[O:19])[N:7]([CH2:22][CH2:21][CH:20]=[CH2:25])[N:8]1[C:16](=[O:17])[C:15]2[C:10](=[CH:11][CH:12]=[CH:13][CH:14]=2)[C:9]1=[O:18])([CH3:4])[CH3:2]. (7) Given the reactants Br[C:2]1[CH:7]=[CH:6][C:5]([Cl:8])=[C:4]([C:9]([F:12])([F:11])[F:10])[CH:3]=1.[C:13]([O:17][C:18]([CH3:21])([CH3:20])[CH3:19])(=[O:16])[CH:14]=[CH2:15].CC1C=CC=CC=1P(C1C=CC=CC=1C)C1C=CC=CC=1C.CCN(CC)CC, predict the reaction product. The product is: [Cl:8][C:5]1[CH:6]=[CH:7][C:2](/[CH:15]=[CH:14]/[C:13]([O:17][C:18]([CH3:21])([CH3:20])[CH3:19])=[O:16])=[CH:3][C:4]=1[C:9]([F:12])([F:11])[F:10].